From a dataset of Experimentally validated miRNA-target interactions with 360,000+ pairs, plus equal number of negative samples. Binary Classification. Given a miRNA mature sequence and a target amino acid sequence, predict their likelihood of interaction. (1) The miRNA is cel-miR-71-5p with sequence UGAAAGACAUGGGUAGUGAGACG. The protein sequence of the target gene is MAAVGRVGSFGSSPPGLASTYASGPLANELASGSGGPAAGDDEDGQNLWSCILSEVSTRSRSKLPTGKNVLLLGEDGAGKTSLIRRIQGIEEYKKGRGLEYLYLNVHDEDRDDQTRCNVWILDGDLYHKGLLKFSLDALSLRDTLVMLVVDMSKPWTALDSLQKWASVVREHVDKLKIPPEEMKEMEQKLIRDFQEYVEPGEDFPASPQRRTTGAQEDRGDSVVLPLGADTLTHNLGLPVLVVCTKCDAISVLEKEHDYRDEHFDFIQSHIRKFCLQYGAALIYTSVKENKNIDLVYKYI.... Result: 0 (no interaction). (2) The miRNA is hsa-miR-4774-3p with sequence AUUGCCUAACAUGUGCCAGAA. The protein sequence of the target gene is METLYRVPFLVLECPNLKLKKPPWLHMPSAMTVYALVVVSYFLITGGIIYDVIVEPPSVGSMTDEHGHQRPVAFLAYRVNGQYIMEGLASSFLFTMGGLGFIILDRSNAPNIPKLNRFLLLFIGFVCVLLSFFMARVFMRMKLPGYLMG. Result: 0 (no interaction). (3) The miRNA is hsa-miR-4802-3p with sequence UACAUGGAUGGAAACCUUCAAGC. The protein sequence of the target gene is MLAARHFLGGLVPVRVSVRFSSGTTAPKKTSFGSLKDEDRIFTNLYGRHDWRLKGALRRGDWYKTKEILLKGPDWILGEMKTSGLRGRGGAGFPTGLKWSFMNKPSDGRPKYLVVNADEGEPGTCKDREIMRHDPHKLVEGCLVGGRAMGARAAYIYIRGEFYNEASNLQVAIREAYEAGLIGKNACGSDYDFDVFVVRGAGAYICGEETALIESIEGKQGKPRLKPPFPADVGVFGCPTTVANVETVAVSPTICRRGGTWFAGFGRERNSGTKLFNISGHVNHPCTVEEEMSVPLKELI.... Result: 0 (no interaction). (4) The miRNA is hsa-miR-328-5p with sequence GGGGGGGCAGGAGGGGCUCAGGG. The protein sequence of the target gene is MAGAAAGGRGGGAWGPGRGGAGGLRRGCSPPAPAGSPRAGLQPLRATIPFQLQQPHQRRDGGGRAASVPCSVAPEKSVCRPQPLQVRRTFSLDTILSSYLLGQWPRDADGAFTCCTNDKATQTPLSWQELEGERASSCAHKRSASWGSTDHRKEISKLKQQLQRTKLSRSGKEKERGSPLLGDHAVRGALRASPPSFPSGSPVLRLSPCLHRSLEGLNQELEEVFVKEQGEEELLRILDIPDGHRAPAPPQSGSCDHPLLLLEPGNLASSPSMSLASPQPCGLASHEEHRGAAEELASTP.... Result: 0 (no interaction). (5) The miRNA is hsa-miR-382-5p with sequence GAAGUUGUUCGUGGUGGAUUCG. The protein sequence of the target gene is MSCLLNNMVLMGLALLVCGVQAFFLPNTTSLEKLLSKYQHAEPHSRVRRAIPMSDRQEILMLHNKLRGQVYPPASNMEHMTWDEELERSAAAWAHRCLWEHGPAGLLRSIGQNLAVHWGRYRSPGFHVQSWYDEVKDYTYPYPHECTPRCRERCSGPMCTHYTQMVWATTNKIGCAVHTCRNMNVWGDTWENAVYLVCNYSPKGNWIGEAPYKHGRPCSECPSSYGGGCLNNLCHRAEKPHKHKPEVDMMNEVESPPAPEETHVWVQPRVIKTKKTPVINFMTQVVHCDTKMKDSCKGST.... Result: 0 (no interaction). (6) The miRNA is hsa-miR-516b-5p with sequence AUCUGGAGGUAAGAAGCACUUU. The protein sequence of the target gene is MNMANFLRGFEEKGIKNDRPEDQLSKEKKKILFSFCEVCNIQLNSAAQAQVHSNGKSHRKRVKQLSDGQPPPPAQASPSSNSSTGSTCHTTTLPALVRTPTLMMQPSLDIKPFMSFPVDSSSAVGLFPNFNTMDPVQKAVINHTFGVSIPPKKKQVISCNVCQLRFNSDSQAEAHYKGSKHAKKVKALDATKNKPKMVPSKDSAKANPSCSITPITGNNSDKSEDKGKLKASSSSQPSSSESGSFLLKSGTTPLPPGAATSPSKSTNGAPGTVVESEEEKAKKLLYCSLCKVAVNSLSQL.... Result: 0 (no interaction). (7) The miRNA is mmu-miR-466f-3p with sequence CAUACACACACACAUACACAC. The protein sequence of the target gene is MRKGLRATAARCGLGLGYLLQMLVLPALALLSASGTGSAAQDDEFFHELPETFPSDPPEPLPHFLIEPEEAYIVKNKPVNLYCKASPATQIYFKCNSEWVHQKDHVVDERVDETSGLIVREVSIEISRQQVEELFGPEDYWCQCVAWSSAGTTKSRKAYVRIAYLRKTFEQEPLGKEVSLEQEVLLQCRPPEGIPVAEVEWLKNEDIIDPAEDRNFYITIDHNLIIKQARLSDTANYTCVAKNIVAKRKSTTATVIVYVNGGWSTWTEWSVCNSRCGRGYQKRTRTCTNPAPLNGGAFCE.... Result: 1 (interaction). (8) The miRNA is mmu-miR-712-5p with sequence CUCCUUCACCCGGGCGGUACC. The protein sequence of the target gene is MGGPAAPRGAGRLRALLLALVVAGIPAGAYNLDPQRPVHFQGPADSFFGYAVLEHFHDNTRWVLVGAPKADSKYSPSVKSPGAVFKCRVHTNPDRRCTELDMARGKNRGTSCGKTCREDRDDEWMGVSLARQPKADGRVLACAHRWKNIYYEADHILPHGFCYIIPSNLQAKGRTLIPCYEEYKKKYGEEHGSCQAGIAGFFTEELVVMGAPGSFYWAGTIKVLNLTDNTYLKLNDEVIMNRRYTYLGYAVTAGHFSHPSTIDVVGGAPQDKGIGKVYIFRADRRSGTLIKIFQASGKKM.... Result: 0 (no interaction). (9) The miRNA is hsa-miR-2467-5p with sequence UGAGGCUCUGUUAGCCUUGGCUC. The protein sequence of the target gene is MAAAAGDGTVKPLQSAMKLANGAIELDTGNRPREAYTEYLRSIHYISQVLLEEVETTKEAGETVPPDTSKMLKLAQQCLERAQSTAAKLGKTRLKPTMPAAAPIPQPAGRHRRVYSDEGGKLSPFLPPEIFQKLQGAESQSCKKELTPLEEASLQNQKLKAAYEARMARLDPSQAMQKTSLTLSLQRQMMENLVIAKAREETLQRKMEERRLRLQEAANRRFCSQVALTPEEREQRALYAAILEYEQDHDWPKHWKAKLKRNPGDLSLVTSLVSHLLSLPDHPIAQLLRRLQCSVYSALY.... Result: 0 (no interaction).